From a dataset of Full USPTO retrosynthesis dataset with 1.9M reactions from patents (1976-2016). Predict the reactants needed to synthesize the given product. (1) The reactants are: [CH2:1]([O:8][CH2:9][CH2:10][CH2:11][C@H:12]([C:21]1[C:25]([CH:26]2COB(C3C=CC=CC=3)[O:27]2)=[C:24]([C:37]2[CH:41]=[C:40]([C:42](=[O:47])[C:43]([CH3:46])([CH3:45])[CH3:44])[O:39][N:38]=2)[O:23][N:22]=1)[CH2:13][C:14]([O:16][C:17]([CH3:20])([CH3:19])[CH3:18])=[O:15])[C:2]1[CH:7]=[CH:6][CH:5]=[CH:4][CH:3]=1.C1COCC1.I([O-])(=O)(=O)=O.[Na+]. Given the product [CH2:1]([O:8][CH2:9][CH2:10][CH2:11][C@H:12]([C:21]1[C:25]([CH:26]=[O:27])=[C:24]([C:37]2[CH:41]=[C:40]([C:42](=[O:47])[C:43]([CH3:46])([CH3:45])[CH3:44])[O:39][N:38]=2)[O:23][N:22]=1)[CH2:13][C:14]([O:16][C:17]([CH3:20])([CH3:19])[CH3:18])=[O:15])[C:2]1[CH:3]=[CH:4][CH:5]=[CH:6][CH:7]=1, predict the reactants needed to synthesize it. (2) The reactants are: [O:1]1[CH:5]=[CH:4][N:3]=[CH:2]1.B.C([Li])CCC.[O:12]1[C:16]2([CH2:21][CH2:20][C:19](=[O:22])[CH2:18][CH2:17]2)OCC1. Given the product [OH:22][C:19]1([C:2]2[O:1][CH:5]=[CH:4][N:3]=2)[CH2:20][CH2:21][C:16](=[O:12])[CH2:17][CH2:18]1, predict the reactants needed to synthesize it. (3) The reactants are: F[C:2]1[CH:7]=[CH:6][C:5]([S:8]([CH3:11])(=[O:10])=[O:9])=[CH:4][C:3]=1[N+:12]([O-:14])=[O:13].[F:15][C:16]1[CH:21]=[C:20]([F:22])[CH:19]=[CH:18][C:17]=1[OH:23].C(=O)([O-])[O-].[K+].[K+]. Given the product [F:15][C:16]1[CH:21]=[C:20]([F:22])[CH:19]=[CH:18][C:17]=1[O:23][C:2]1[CH:7]=[CH:6][C:5]([S:8]([CH3:11])(=[O:10])=[O:9])=[CH:4][C:3]=1[N+:12]([O-:14])=[O:13], predict the reactants needed to synthesize it.